From a dataset of Catalyst prediction with 721,799 reactions and 888 catalyst types from USPTO. Predict which catalyst facilitates the given reaction. Reactant: [CH3:1][O:2][C:3](=[O:12])[CH2:4][C:5]1[CH:10]=[CH:9][CH:8]=[CH:7][C:6]=1I.[Li+].[Cl-].[CH2:15](C([Sn])=C(CCCC)CCCC)[CH2:16]CC.C(C1C=CC=C(C(C)(C)C)C=1O)(C)(C)C. Product: [CH3:1][O:2][C:3](=[O:12])[CH2:4][C:5]1[CH:10]=[CH:9][CH:8]=[CH:7][C:6]=1[CH:15]=[CH2:16]. The catalyst class is: 77.